From a dataset of Full USPTO retrosynthesis dataset with 1.9M reactions from patents (1976-2016). Predict the reactants needed to synthesize the given product. (1) Given the product [F:1][C:2]1[CH:10]=[C:9]2[C:5]([C:6]([C:12]3[N:13]=[C:14]4[C:20]([C:21]([OH:23])=[O:22])=[CH:19][N:18]([CH2:25][O:26][C:27](=[O:32])[C:28]([CH3:30])([CH3:29])[CH3:31])[C:15]4=[N:16][CH:17]=3)=[N:7][N:8]2[CH3:11])=[CH:4][CH:3]=1, predict the reactants needed to synthesize it. The reactants are: [F:1][C:2]1[CH:10]=[C:9]2[C:5]([C:6]([C:12]3[N:13]=[C:14]4[C:20]([C:21]([O:23]C)=[O:22])=[CH:19][N:18]([CH2:25][O:26][C:27](=[O:32])[C:28]([CH3:31])([CH3:30])[CH3:29])[C:15]4=[N:16][CH:17]=3)=[N:7][N:8]2[CH3:11])=[CH:4][CH:3]=1.[OH-].[K+].O.Cl. (2) Given the product [NH2:1][C:2]1[N:6]([CH:7]2[CH2:12][CH2:11][CH2:10][CH2:9]2)[N:5]=[C:4]([CH3:19])[C:3]=1[C:15]([NH2:17])=[O:16], predict the reactants needed to synthesize it. The reactants are: [NH2:1][C:2]1[N:6]([C:7]2[CH:12]=[CH:11][CH:10]=[CH:9]C=2OC)[N:5]=[CH:4][C:3]=1[C:15]([NH2:17])=[O:16].N[C:19]1N(C2CCCC2)N=C(C)C=1C#N. (3) Given the product [CH:18]1([NH:17][C:16]([C@@H:12]2[CH2:13][CH2:14][CH2:15][NH:11]2)=[O:22])[CH2:21][CH2:20][CH2:19]1, predict the reactants needed to synthesize it. The reactants are: C(OC([N:11]1[CH2:15][CH2:14][CH2:13][C@H:12]1[C:16](=[O:22])[NH:17][CH:18]1[CH2:21][CH2:20][CH2:19]1)=O)C1C=CC=CC=1. (4) Given the product [Br:9][C:10]1[CH:15]=[CH:14][C:13]([O:6][CH2:5][CH:3]2[CH2:4][O:1][CH2:2]2)=[CH:12][CH:11]=1, predict the reactants needed to synthesize it. The reactants are: [O:1]1[CH2:4][CH:3]([CH2:5][OH:6])[CH2:2]1.[H-].[Na+].[Br:9][C:10]1[CH:15]=[CH:14][C:13](F)=[CH:12][CH:11]=1. (5) The reactants are: C([O:8][CH:9]([CH3:30])[CH2:10][CH2:11][C:12]1[O:13][C:14]2[C:23]3[CH:22]([CH2:24][CH2:25][NH:26][C:27](=[O:29])[CH3:28])[CH2:21][CH2:20][C:19]=3[CH:18]=[CH:17][C:15]=2[N:16]=1)C1C=CC=CC=1. Given the product [OH:8][CH:9]([CH3:30])[CH2:10][CH2:11][C:12]1[O:13][C:14]2[C:23]3[CH:22]([CH2:24][CH2:25][NH:26][C:27](=[O:29])[CH3:28])[CH2:21][CH2:20][C:19]=3[CH:18]=[CH:17][C:15]=2[N:16]=1, predict the reactants needed to synthesize it.